Dataset: Reaction yield outcomes from USPTO patents with 853,638 reactions. Task: Predict the reaction yield, written as a fraction of the theoretical maximum amount of product (1.0 means a 100% yield; for example, 0.34 means a 34% yield). The reactants are [Cl:1][C:2]1[N:7]=[C:6]([C:8]#[N:9])[CH:5]=[CH:4][N:3]=1.[C:10](OC([O-])=O)([O:12][C:13]([CH3:16])([CH3:15])[CH3:14])=[O:11]. The catalyst is CO.[Ni]. The product is [C:13]([O:12][C:10](=[O:11])[NH:9][CH2:8][C:6]1[CH:5]=[CH:4][N:3]=[C:2]([Cl:1])[N:7]=1)([CH3:16])([CH3:15])[CH3:14]. The yield is 0.840.